The task is: Predict the product of the given reaction.. This data is from Forward reaction prediction with 1.9M reactions from USPTO patents (1976-2016). (1) Given the reactants [CH2:1]([O:8][C:9]([N:11]1[CH2:16][CH2:15][C:14]2([C:24]3[C:19](=[CH:20][CH:21]=[C:22]([C:25]([CH3:28])([CH3:27])[CH3:26])[CH:23]=3)[NH:18][CH2:17]2)[CH2:13][CH2:12]1)=[O:10])[C:2]1[CH:7]=[CH:6][CH:5]=[CH:4][CH:3]=1.CCN(CC)CC.[F:36][C:37]1[CH:45]=[CH:44][CH:43]=[C:42]([F:46])[C:38]=1[C:39](Cl)=[O:40], predict the reaction product. The product is: [CH2:1]([O:8][C:9]([N:11]1[CH2:16][CH2:15][C:14]2([C:24]3[C:19](=[CH:20][CH:21]=[C:22]([C:25]([CH3:28])([CH3:27])[CH3:26])[CH:23]=3)[N:18]([C:39](=[O:40])[C:38]3[C:37]([F:36])=[CH:45][CH:44]=[CH:43][C:42]=3[F:46])[CH2:17]2)[CH2:13][CH2:12]1)=[O:10])[C:2]1[CH:7]=[CH:6][CH:5]=[CH:4][CH:3]=1. (2) Given the reactants Cl.[CH2:2]1[C:5]2([CH2:9][CH2:8][N:7]([C:10]([O:12][CH2:13][C:14]3[CH:19]=[C:18]([Cl:20])[CH:17]=[C:16]([Cl:21])[CH:15]=3)=[O:11])[CH2:6]2)[CH2:4][NH:3]1.CN1CC[O:26][CH2:25]C1.[NH2:29][C:30]1[CH:38]=[CH:37][C:33]([C:34]([OH:36])=O)=[CH:32][C:31]=1[OH:39].F[P-](F)(F)(F)(F)F.N1(OC(N(C)C)=[N+](C)C)C2N=CC=CC=2N=N1.C(N1C=CN=C1)(N1C=CN=C1)=O, predict the reaction product. The product is: [O:26]=[C:25]1[NH:29][C:30]2[CH:38]=[CH:37][C:33]([C:34]([N:3]3[CH2:4][C:5]4([CH2:9][CH2:8][N:7]([C:10]([O:12][CH2:13][C:14]5[CH:15]=[C:16]([Cl:21])[CH:17]=[C:18]([Cl:20])[CH:19]=5)=[O:11])[CH2:6]4)[CH2:2]3)=[O:36])=[CH:32][C:31]=2[O:39]1. (3) Given the reactants [Cl:1][C:2]1[CH:17]=[CH:16][C:5]([O:6][C:7]2[CH:12]=[CH:11][C:10]([C:13](=[O:15])C)=[CH:9][CH:8]=2)=[CH:4][C:3]=1[CH3:18].Cl[O-].[Na+].S(=O)(O)[O-:23].[Na+].Cl, predict the reaction product. The product is: [Cl:1][C:2]1[CH:17]=[CH:16][C:5]([O:6][C:7]2[CH:8]=[CH:9][C:10]([C:13]([OH:15])=[O:23])=[CH:11][CH:12]=2)=[CH:4][C:3]=1[CH3:18]. (4) Given the reactants Br[C:2]1[N:7]=[CH:6][C:5]([CH2:8][N:9]2[C:17]3[C:12](=[C:13]([C@@H:18]([OH:20])[CH3:19])[CH:14]=[CH:15][CH:16]=3)[C:11]([F:22])([F:21])[C:10]2=[O:23])=[CH:4][CH:3]=1.[N:24]1[N:25]=[CH:26][NH:27][CH:28]=1.CN[C@@H]1CCCC[C@H]1NC.C(=O)([O-])[O-].[Cs+].[Cs+], predict the reaction product. The product is: [F:21][C:11]1([F:22])[C:12]2[C:17](=[CH:16][CH:15]=[CH:14][C:13]=2[C@@H:18]([OH:20])[CH3:19])[N:9]([CH2:8][C:5]2[CH:6]=[N:7][C:2]([N:24]3[CH:28]=[N:27][CH:26]=[N:25]3)=[CH:3][CH:4]=2)[C:10]1=[O:23].